Dataset: Reaction yield outcomes from USPTO patents with 853,638 reactions. Task: Predict the reaction yield, written as a fraction of the theoretical maximum amount of product (1.0 means a 100% yield; for example, 0.34 means a 34% yield). (1) The reactants are [BH4-].[Na+].[C:3]1([S:9]([N:12]2[C:20]3[C:15](=[CH:16][C:17]([C:21](=O)[CH3:22])=[CH:18][CH:19]=3)[CH2:14][CH2:13]2)(=[O:11])=[O:10])[CH:8]=[CH:7][CH:6]=[CH:5][CH:4]=1.O.[OH-].[Na+]. The catalyst is C(O)(C(F)(F)F)=O. The product is [CH2:21]([C:17]1[CH:16]=[C:15]2[C:20](=[CH:19][CH:18]=1)[N:12]([S:9]([C:3]1[CH:8]=[CH:7][CH:6]=[CH:5][CH:4]=1)(=[O:11])=[O:10])[CH2:13][CH2:14]2)[CH3:22]. The yield is 0.470. (2) The reactants are [Cl:1][C:2]1[C:3]([O:12][C:13]2[CH:18]=[C:17]([O:19][CH2:20][CH2:21][O:22][CH3:23])[CH:16]=[CH:15][C:14]=2[CH2:24][CH2:25]C(O)=O)=[N:4][CH:5]=[C:6]([C:8]([F:11])([F:10])[F:9])[CH:7]=1.C([N:31]([CH2:34]C)CC)C.C1(P(N=[N+]=[N-])(C2C=CC=CC=2)=[O:43])C=CC=CC=1.[CH2:53]([OH:60])[C:54]1[CH:59]=[CH:58][CH:57]=[CH:56][CH:55]=1. The catalyst is C1(C)C=CC=CC=1.C(OCC)(=O)C. The product is [Cl:1][C:2]1[C:3]([O:12][C:13]2[CH:18]=[C:17]([O:19][CH2:20][CH2:21][O:22][CH3:23])[CH:16]=[CH:15][C:14]=2[CH2:24][CH2:25][NH:31][C:34](=[O:43])[O:60][CH2:53][C:54]2[CH:59]=[CH:58][CH:57]=[CH:56][CH:55]=2)=[N:4][CH:5]=[C:6]([C:8]([F:10])([F:9])[F:11])[CH:7]=1. The yield is 0.890. (3) The reactants are Br[C:2]1[CH:3]=[CH:4][C:5]([O:8][CH2:9][C:10]2[C:11]([C:16]3[CH:21]=[CH:20][C:19]([F:22])=[CH:18][CH:17]=3)=[N:12][O:13][C:14]=2[CH3:15])=[N:6][CH:7]=1.C([Li])CCC.[O:28]1[CH2:31][C:30](=[O:32])[CH2:29]1.CO. The catalyst is C1COCC1. The product is [F:22][C:19]1[CH:20]=[CH:21][C:16]([C:11]2[C:10]([CH2:9][O:8][C:5]3[N:6]=[CH:7][C:2]([C:30]4([OH:32])[CH2:31][O:28][CH2:29]4)=[CH:3][CH:4]=3)=[C:14]([CH3:15])[O:13][N:12]=2)=[CH:17][CH:18]=1. The yield is 0.300. (4) The reactants are [CH2:1]([N:3]([CH2:19][CH3:20])[CH2:4][CH2:5][N:6]1[CH2:11][CH2:10][C:9]2[NH:12][C:13]([CH:16]=O)=[C:14]([CH3:15])[C:8]=2[C:7]1=[O:18])[CH3:2].[Br:21][C:22]1[CH:30]=[CH:29][CH:28]=[C:27]2[C:23]=1[CH2:24][C:25](=[O:31])[NH:26]2. No catalyst specified. The product is [Br:21][C:22]1[CH:30]=[CH:29][CH:28]=[C:27]2[C:23]=1[C:24](=[CH:16][C:13]1[NH:12][C:9]3[CH2:10][CH2:11][N:6]([CH2:5][CH2:4][N:3]([CH2:19][CH3:20])[CH2:1][CH3:2])[C:7](=[O:18])[C:8]=3[C:14]=1[CH3:15])[C:25](=[O:31])[NH:26]2. The yield is 0.772. (5) The reactants are [CH3:1][O:2][C:3]1[CH:4]=[C:5]([CH2:13][CH2:14][C@H:15]([C:17]2[CH:22]=[CH:21][CH:20]=[C:19]([O:23][CH2:24][C:25]([O:27][C:28]([CH3:31])([CH3:30])[CH3:29])=[O:26])[CH:18]=2)[OH:16])[CH:6]=[C:7]([O:11][CH3:12])[C:8]=1[O:9][CH3:10].[O:32]=[C:33]([N:41]1[CH2:46][CH2:45][CH2:44][CH2:43][C@H:42]1[C:47](O)=[O:48])[C:34](=[O:40])[C:35]([CH3:39])([CH3:38])[CH2:36][CH3:37].C1(N=C=NC2CCCCC2)CCCCC1. The catalyst is C(Cl)Cl.CN(C)C1C=CN=CC=1. The product is [CH3:38][C:35]([CH3:39])([CH2:36][CH3:37])[C:34](=[O:40])[C:33]([N:41]1[CH2:46][CH2:45][CH2:44][CH2:43][C@H:42]1[C:47]([O:16][C@@H:15]([C:17]1[CH:22]=[CH:21][CH:20]=[C:19]([O:23][CH2:24][C:25]([O:27][C:28]([CH3:31])([CH3:30])[CH3:29])=[O:26])[CH:18]=1)[CH2:14][CH2:13][C:5]1[CH:4]=[C:3]([O:2][CH3:1])[C:8]([O:9][CH3:10])=[C:7]([O:11][CH3:12])[CH:6]=1)=[O:48])=[O:32]. The yield is 0.780. (6) The reactants are [NH2:1][C:2]1[CH:10]=[CH:9][C:5]([C:6]([OH:8])=[O:7])=[CH:4][C:3]=1[CH3:11].C(N(CC)CC)C.[C:19](OC(=O)C)(=[O:21])[CH3:20]. The catalyst is C(Cl)Cl. The product is [C:19]([NH:1][C:2]1[CH:10]=[CH:9][C:5]([C:6]([OH:8])=[O:7])=[CH:4][C:3]=1[CH3:11])(=[O:21])[CH3:20]. The yield is 0.560. (7) The reactants are [N+:1](/[CH:4]=[CH:5]/[C:6]1[CH:19]=[CH:18][C:9]([CH2:10][O:11][C:12]2[CH:17]=[CH:16][CH:15]=[CH:14][N:13]=2)=[CH:8][CH:7]=1)([O-:3])=[O:2].C(O)(=O)C.[BH4-].[Na+]. The catalyst is CS(C)=O. The product is [N+:1]([CH2:4][CH2:5][C:6]1[CH:19]=[CH:18][C:9]([CH2:10][O:11][C:12]2[CH:17]=[CH:16][CH:15]=[CH:14][N:13]=2)=[CH:8][CH:7]=1)([O-:3])=[O:2]. The yield is 0.771. (8) The reactants are [Cl:1][C:2]1[CH:3]=[C:4]([C:8]2[CH:13]=[CH:12][C:11]([CH2:14][C@H:15]([NH:23][C:24](=[O:30])[O:25][C:26]([CH3:29])([CH3:28])[CH3:27])[C:16]([NH:18][CH2:19][CH2:20][C:21]#[N:22])=O)=[CH:10][CH:9]=2)[CH:5]=[CH:6][CH:7]=1.C1C=CC(P(C2C=CC=CC=2)C2C=CC=CC=2)=CC=1.CC(OC(/N=N/C(OC(C)C)=O)=O)C.C[Si]([N:68]=[N+:69]=[N-:70])(C)C. The product is [Cl:1][C:2]1[CH:3]=[C:4]([C:8]2[CH:13]=[CH:12][C:11]([CH2:14][C@H:15]([NH:23][C:24](=[O:30])[O:25][C:26]([CH3:29])([CH3:28])[CH3:27])[C:16]3[N:18]([CH2:19][CH2:20][C:21]#[N:22])[N:70]=[N:69][N:68]=3)=[CH:10][CH:9]=2)[CH:5]=[CH:6][CH:7]=1. The yield is 0.850. The catalyst is C1COCC1. (9) The reactants are [C:1]([N:5]1[CH2:14][CH2:13][C:12]2[C:7](=[CH:8][N:9]=[C:10]([O:15]C)[CH:11]=2)[CH2:6]1)([CH3:4])([CH3:3])[CH3:2].Br. The catalyst is C(O)(=O)C. The product is [C:1]([N:5]1[CH2:14][CH2:13][C:12]2[C:7](=[CH:8][N:9]=[C:10]([OH:15])[CH:11]=2)[CH2:6]1)([CH3:4])([CH3:2])[CH3:3]. The yield is 0.770.